Task: Predict which catalyst facilitates the given reaction.. Dataset: Catalyst prediction with 721,799 reactions and 888 catalyst types from USPTO (1) Reactant: [C:1]1(=[O:7])[O:6][C:4](=[O:5])[CH:3]=[CH:2]1.[CH:8]12[CH2:14][CH:11]([CH2:12][CH2:13]1)[CH:10]=[CH:9]2.[C:15]([O:19][C:20](=[O:23])[CH:21]=[CH2:22])([CH3:18])([CH3:17])[CH3:16].[C:24]([CH:28]([CH3:32])[C:29](=[O:31])[CH3:30])(=[O:27])[CH:25]=[CH2:26].CCC(N=NC(C#N)(CC)C)(C#N)C. Product: [C:8]12([C:3]3=[CH:2][C:1]([O:6][C:4]3=[O:5])=[O:7])[CH2:14][CH:11]([CH2:12][CH2:13]1)[CH:10]=[CH:9]2.[C:15]([O:19][C:20](=[O:23])[CH:21]=[CH2:22])([CH3:18])([CH3:17])[CH3:16].[C:24]([CH:28]([CH3:32])[C:29](=[O:31])[CH3:30])(=[O:27])[CH:25]=[CH2:26]. The catalyst class is: 7. (2) Reactant: S(Cl)(Cl)=O.[NH2:5][C@H:6]([C:17]([OH:19])=[O:18])[CH2:7][C:8]1[C:16]2[C:11](=[CH:12][CH:13]=[CH:14][CH:15]=2)[NH:10][CH:9]=1.[C:20]([O-])([O-])=O.[Na+].[Na+]. Product: [CH3:20][O:18][C:17](=[O:19])[C@H:6]([CH2:7][C:8]1[C:16]2[C:11](=[CH:12][CH:13]=[CH:14][CH:15]=2)[NH:10][CH:9]=1)[NH2:5]. The catalyst class is: 24. (3) Reactant: [N:1]1[C:10]2[C:5](=[CH:6][C:7]([C:11]([OH:13])=O)=[CH:8][CH:9]=2)[CH:4]=[CH:3][CH:2]=1.Cl.[CH3:15][NH:16][O:17][CH3:18].CN(C(ON1N=NC2C=CC=NC1=2)=[N+](C)C)C.F[P-](F)(F)(F)(F)F.CCN(C(C)C)C(C)C. Product: [CH3:18][O:17][N:16]([CH3:15])[C:11]([C:7]1[CH:6]=[C:5]2[C:10](=[CH:9][CH:8]=1)[N:1]=[CH:2][CH:3]=[CH:4]2)=[O:13]. The catalyst class is: 3. (4) Reactant: [CH2:1]([O:3][C:4]([CH:6]1[CH2:13][CH:12]2[N:14]([CH2:15][C:16]([O:18][CH2:19][CH3:20])=[O:17])[CH:8]([CH2:9][C:10](=[O:21])[CH2:11]2)[CH2:7]1)=[O:5])[CH3:2].[BH4-].[Na+]. Product: [CH2:1]([O:3][C:4]([CH:6]1[CH2:13][CH:12]2[N:14]([CH2:15][C:16]([O:18][CH2:19][CH3:20])=[O:17])[CH:8]([CH2:9][CH:10]([OH:21])[CH2:11]2)[CH2:7]1)=[O:5])[CH3:2]. The catalyst class is: 8. (5) Reactant: O[C:2]1[C:3]([NH:24][C:25]([CH:27]2[CH2:29][CH2:28]2)=[O:26])=[CH:4][C:5]2[C@@:12]3([CH3:16])[C:13]([CH3:15])([CH3:14])[C@H:8]([N:9]([C:17](=[O:22])[C:18]([F:21])([F:20])[F:19])[CH2:10][CH2:11]3)[CH2:7][C:6]=2[CH:23]=1.C1(C)C=CC(S([O-])(=O)=O)=CC=1.[NH+]1C=CC=CC=1. Product: [CH:27]1([C:25]2[O:26][C:2]3[C:3]([N:24]=2)=[CH:4][C:5]2[C@@:12]4([CH3:16])[C:13]([CH3:14])([CH3:15])[C@@H:8]([CH2:7][C:6]=2[CH:23]=3)[N:9]([C:17](=[O:22])[C:18]([F:21])([F:20])[F:19])[CH2:10][CH2:11]4)[CH2:28][CH2:29]1. The catalyst class is: 113. (6) Reactant: [C:1]([O:5][C:6]([N:8]1[CH2:14][CH2:13][C:12]2[C:15]([S:20][CH2:21][C:22]3[CH:27]=[CH:26][C:25]([C:28]([O:30]C)=[O:29])=[C:24]([F:32])[CH:23]=3)=[C:16]([Cl:19])[CH:17]=[CH:18][C:11]=2[CH2:10][CH2:9]1)=[O:7])([CH3:4])([CH3:3])[CH3:2].[OH-].[K+].Cl. Product: [C:1]([O:5][C:6]([N:8]1[CH2:14][CH2:13][C:12]2[C:15]([S:20][CH2:21][C:22]3[CH:27]=[CH:26][C:25]([C:28]([OH:30])=[O:29])=[C:24]([F:32])[CH:23]=3)=[C:16]([Cl:19])[CH:17]=[CH:18][C:11]=2[CH2:10][CH2:9]1)=[O:7])([CH3:4])([CH3:2])[CH3:3]. The catalyst class is: 20. (7) Reactant: [CH2:1]1[C:4]2([CH2:8][CH:7]([C:9]([O:11]C)=[O:10])[CH2:6][S:5]2(=[O:14])=[O:13])[CH2:3][N:2]1[C:15]([O:17][C:18]([CH3:21])([CH3:20])[CH3:19])=[O:16].[OH-].[Na+].Cl. Product: [C:18]([O:17][C:15]([N:2]1[CH2:3][C:4]2([CH2:8][CH:7]([C:9]([OH:11])=[O:10])[CH2:6][S:5]2(=[O:13])=[O:14])[CH2:1]1)=[O:16])([CH3:21])([CH3:19])[CH3:20]. The catalyst class is: 20.